Task: Predict the reaction yield, written as a fraction of the theoretical maximum amount of product (1.0 means a 100% yield; for example, 0.34 means a 34% yield).. Dataset: Reaction yield outcomes from USPTO patents with 853,638 reactions (1) The reactants are [C:1]([C:4]1[CH:20]=[CH:19][C:7]([NH:8][C:9](=[O:18])[C:10]2[CH:15]=[CH:14][C:13]([CH:16]=[O:17])=[CH:12][CH:11]=2)=[CH:6][CH:5]=1)(=[O:3])[CH3:2].[F:21][C:22]1[CH:27]=[C:26]([F:28])[CH:25]=[CH:24][C:23]=1[C@:29]([OH:44])([C@H:36]([S:38][CH:39]([CH2:42]O)[CH2:40][OH:41])[CH3:37])[CH2:30][N:31]1[CH:35]=[N:34][CH:33]=[N:32]1.O.C1(C)C=CC(S(O)(=O)=O)=CC=1. No catalyst specified. The product is [C:1]([C:4]1[CH:20]=[CH:19][C:7]([NH:8][C:9](=[O:18])[C:10]2[CH:15]=[CH:14][C:13]([C@H:16]3[O:41][CH2:40][C@H:39]([S:38][C@H:36]([CH3:37])[C@:29]([C:23]4[CH:24]=[CH:25][C:26]([F:28])=[CH:27][C:22]=4[F:21])([OH:44])[CH2:30][N:31]4[CH:35]=[N:34][CH:33]=[N:32]4)[CH2:42][O:17]3)=[CH:12][CH:11]=2)=[CH:6][CH:5]=1)(=[O:3])[CH3:2]. The yield is 0.650. (2) The reactants are B([C:4]1[CH:12]=[CH:11][CH:10]=[CH:9][C:5]=1[C:6]([OH:8])=[O:7])(O)O.Br[C:14]1[CH:19]=[CH:18][CH:17]=[CH:16][N:15]=1.C([O-])([O-])=O.[K+].[K+]. The catalyst is O1CCOCC1.O.C1C=CC(P(C2C=CC=CC=2)[C-]2C=CC=C2)=CC=1.C1C=CC(P(C2C=CC=CC=2)[C-]2C=CC=C2)=CC=1.Cl[Pd]Cl.[Fe+2]. The yield is 0.429. The product is [N:15]1[CH:16]=[CH:17][CH:18]=[CH:19][C:14]=1[C:4]1[CH:12]=[CH:11][CH:10]=[CH:9][C:5]=1[C:6]([OH:8])=[O:7]. (3) The reactants are [Br-].Cl[C:3]1[C:12]2[C:7](=[CH:8][CH:9]=[CH:10][C:11]=2[CH2:13][N+:14]([CH2:19][CH3:20])([CH2:17][CH3:18])CC)[N:6]=[CH:5][N:4]=1.[CH3:21][O:22][C:23]1[CH:24]=[C:25]([CH:27]=[CH:28][CH:29]=1)[NH2:26].CC(O[C:35]([NH:37]C1CCNCC1)=O)(C)C. The catalyst is CC#N. The product is [NH2:37][CH:35]1[CH2:18][CH2:17][N:14]([CH2:13][C:11]2[CH:10]=[CH:9][CH:8]=[C:7]3[C:12]=2[C:3]([NH:26][C:25]2[CH:27]=[CH:28][CH:29]=[C:23]([O:22][CH3:21])[CH:24]=2)=[N:4][CH:5]=[N:6]3)[CH2:19][CH2:20]1. The yield is 0.170. (4) The yield is 0.540. The product is [CH3:1][C:2]1([CH3:17])[CH2:6][O:5][C:4]([C:7]2[CH:12]=[CH:11][C:10]([CH2:13][OH:14])=[CH:9][CH:8]=2)=[N:3]1. The reactants are [CH3:1][C:2]1([CH3:17])[CH2:6][O:5][C:4]([C:7]2[CH:12]=[CH:11][C:10]([CH2:13][O:14]C=O)=[CH:9][CH:8]=2)=[N:3]1.[OH-].[Na+].O. The catalyst is CO. (5) The reactants are [Cl:1][C:2]1[CH:3]=[CH:4][C:5]([O:16][CH3:17])=[C:6]([C:8]2[N:13]=[C:12]([CH3:14])[NH:11][C:10](=O)[CH:9]=2)[CH:7]=1.CN(C)C=O.C(Cl)(=O)C([Cl:26])=O. The catalyst is ClCCl.O1CCOCC1. The product is [Cl:26][C:10]1[CH:9]=[C:8]([C:6]2[CH:7]=[C:2]([Cl:1])[CH:3]=[CH:4][C:5]=2[O:16][CH3:17])[N:13]=[C:12]([CH3:14])[N:11]=1. The yield is 0.940.